From a dataset of Reaction yield outcomes from USPTO patents with 853,638 reactions. Predict the reaction yield, written as a fraction of the theoretical maximum amount of product (1.0 means a 100% yield; for example, 0.34 means a 34% yield). (1) The reactants are C(NC(C)C)(C)C.O1CCCC1.C([Li])CCC.[NH2:18][C:19]1[C:20]([Cl:28])=[C:21]([CH:25]=[CH:26][CH:27]=1)[C:22]([OH:24])=[O:23].[N:29]([CH2:32][CH2:33][CH2:34][CH3:35])=[C:30]=[O:31]. The catalyst is CCCCCC. The product is [CH2:32]([NH:29][C:30](=[O:31])[NH:18][C:19]1[C:20]([Cl:28])=[C:21]([CH:25]=[CH:26][CH:27]=1)[C:22]([OH:24])=[O:23])[CH2:33][CH2:34][CH3:35]. The yield is 0.0900. (2) The reactants are [Na].F[C:3]1[CH:12]=[C:11]2[C:6]([C:7]([OH:13])=[N:8][CH:9]=[N:10]2)=[CH:5][C:4]=1[N+:14]([O-:16])=[O:15].Cl.[CH3:18][OH:19]. No catalyst specified. The product is [CH3:18][O:19][C:3]1[CH:12]=[C:11]2[C:6]([C:7]([OH:13])=[N:8][CH:9]=[N:10]2)=[CH:5][C:4]=1[N+:14]([O-:16])=[O:15]. The yield is 0.920.